From a dataset of Full USPTO retrosynthesis dataset with 1.9M reactions from patents (1976-2016). Predict the reactants needed to synthesize the given product. (1) Given the product [NH2:28][C:26]1[S:27][C:10]2[CH2:11][CH:6]([N:5]3[C:4](=[O:13])[C:3]4=[CH:14][CH:15]=[CH:16][CH:17]=[C:2]4[C:1]3=[O:18])[CH2:7][CH2:8][C:9]=2[N:25]=1, predict the reactants needed to synthesize it. The reactants are: [C:1]1(=[O:18])[N:5]([CH:6]2[CH2:11][CH2:10][C:9](=O)[CH2:8][CH2:7]2)[C:4](=[O:13])[C:3]2=[CH:14][CH:15]=[CH:16][CH:17]=[C:2]12.BrBr.[Al+3].[Cl-].[Cl-].[Cl-].[NH2:25][C:26]([NH2:28])=[S:27].C([O-])(O)=O.[Na+]. (2) Given the product [Br:1][C:2]1[CH:3]=[CH:4][C:5]([N:11]2[CH2:16][CH2:15][N:14]([C:26]([O:28][C:29]([CH3:32])([CH3:31])[CH3:30])=[O:27])[CH2:13][CH2:12]2)=[C:6]([CH:7]=[O:8])[CH:9]=1, predict the reactants needed to synthesize it. The reactants are: [Br:1][C:2]1[CH:3]=[CH:4][C:5](F)=[C:6]([CH:9]=1)[CH:7]=[O:8].[NH:11]1[CH2:16][CH2:15][NH:14][CH2:13][CH2:12]1.CCN(C(C)C)C(C)C.[C:26](O[C:26]([O:28][C:29]([CH3:32])([CH3:31])[CH3:30])=[O:27])([O:28][C:29]([CH3:32])([CH3:31])[CH3:30])=[O:27]. (3) The reactants are: [CH2:1]([O:8][C:9]([N:11]1[CH2:15][C@@H:14]([N:16]2[C:24]3[C:19](=[N:20][C:21]([C:26]4[C:27]([O:35][CH3:36])=[N:28][C:29]([CH:32]([CH3:34])[CH3:33])=[CH:30][CH:31]=4)=[C:22]([CH3:25])[CH:23]=3)[C:18]([CH3:37])=[CH:17]2)[C@@H:13]([O:38][Si](C(C)(C)C)(C)C)[CH2:12]1)=[O:10])[C:2]1[CH:7]=[CH:6][CH:5]=[CH:4][CH:3]=1.[F-].C([N+](CCCC)(CCCC)CCCC)CCC. Given the product [CH2:1]([O:8][C:9]([N:11]1[CH2:15][C@@H:14]([N:16]2[C:24]3[C:19](=[N:20][C:21]([C:26]4[C:27]([O:35][CH3:36])=[N:28][C:29]([CH:32]([CH3:34])[CH3:33])=[CH:30][CH:31]=4)=[C:22]([CH3:25])[CH:23]=3)[C:18]([CH3:37])=[CH:17]2)[C@@H:13]([OH:38])[CH2:12]1)=[O:10])[C:2]1[CH:7]=[CH:6][CH:5]=[CH:4][CH:3]=1, predict the reactants needed to synthesize it. (4) Given the product [F:1][C:2]1[CH:7]=[C:6]([N+:8]([O-:10])=[O:9])[CH:5]=[CH:4][C:3]=1[CH:11]=[O:12], predict the reactants needed to synthesize it. The reactants are: [F:1][C:2]1[CH:7]=[C:6]([N+:8]([O-:10])=[O:9])[CH:5]=[CH:4][C:3]=1[CH2:11][OH:12]. (5) Given the product [N:3]1[CH:4]=[CH:5][CH:8]=[CH:7][CH:6]=1.[CH:8]([S:9]([CH:16]=[CH:15][CH3:14])(=[O:11])=[O:10])=[CH:1][CH3:2], predict the reactants needed to synthesize it. The reactants are: [CH2:1]([N:3]([CH2:6][CH3:7])[CH2:4][CH3:5])[CH3:2].[CH3:8][S:9](Cl)(=[O:11])=[O:10].O1C[CH2:16][CH2:15][CH2:14]1. (6) Given the product [CH:15]([O:18][C:19]1[CH:26]=[CH:25][C:22]([CH:9]2[N:31]=[C:11]([OH:12])[C:6]3[C:7](=[CH:14][C:3]([O:2][CH3:1])=[CH:4][CH:5]=3)[NH:8]2)=[CH:21][CH:20]=1)([CH3:17])[CH3:16], predict the reactants needed to synthesize it. The reactants are: [CH3:1][O:2][C:3]1[CH:4]=[CH:5][C:6]2[C:11](=[O:12])O[C:9](=O)[NH:8][C:7]=2[CH:14]=1.[CH:15]([O:18][C:19]1[CH:26]=[CH:25][C:22](C=O)=[CH:21][CH:20]=1)([CH3:17])[CH3:16].C([O-])(=O)C.[NH4+:31]. (7) Given the product [Cl:1][C:2]1[CH:3]=[CH:4][C:5]([CH2:6][C@@H:7]2[CH2:18][CH:17]=[CH:16][CH2:15][CH2:14][C:13](=[O:19])[O:12][C@H:11]([C:20]3[CH:21]=[CH:22][CH:23]=[CH:24][CH:25]=3)[CH2:10][N:9]([CH3:30])[C:8]2=[O:26])=[CH:27][CH:28]=1, predict the reactants needed to synthesize it. The reactants are: [Cl:1][C:2]1[CH:28]=[CH:27][C:5]([CH2:6][C@@H:7]2[CH2:18][CH:17]=[CH:16][CH2:15][CH2:14][C:13](=[O:19])[O:12][C@H:11]([C:20]3[CH:25]=[CH:24][CH:23]=[CH:22][CH:21]=3)[CH2:10][NH:9][C:8]2=[O:26])=[CH:4][CH:3]=1.I[CH3:30].[H-].[Na+].